Predict the product of the given reaction. From a dataset of Forward reaction prediction with 1.9M reactions from USPTO patents (1976-2016). (1) Given the reactants Br[CH2:2][CH2:3][NH:4][C:5](=[O:11])[O:6][C:7]([CH3:10])([CH3:9])[CH3:8].[CH3:12][CH2:13][CH:14]([NH2:17])[CH2:15][CH3:16], predict the reaction product. The product is: [C:7]([O:6][C:5](=[O:11])[NH:4][CH2:3][CH2:2][NH:17][CH:14]([CH2:15][CH3:16])[CH2:13][CH3:12])([CH3:10])([CH3:9])[CH3:8]. (2) Given the reactants C[O:2][C:3]1[C:4]2[C:5]3[N:16]=[CH:15][S:14][C:6]=3[NH:7][C:8](=[O:13])[C:9]=2[CH:10]=[CH:11][CH:12]=1.B(Br)(Br)Br, predict the reaction product. The product is: [OH:2][C:3]1[C:4]2[C:5]3[N:16]=[CH:15][S:14][C:6]=3[NH:7][C:8](=[O:13])[C:9]=2[CH:10]=[CH:11][CH:12]=1. (3) Given the reactants [Br:1][C:2]1[CH:3]=[CH:4][C:5]([CH3:10])=[C:6]([CH:9]=1)[CH:7]=[O:8].[C:11](#[N:13])[CH3:12], predict the reaction product. The product is: [Br:1][C:2]1[CH:3]=[CH:4][C:5]([CH3:10])=[C:6]([CH:7]([OH:8])[CH2:12][C:11]#[N:13])[CH:9]=1. (4) Given the reactants Br[CH2:2][CH2:3][CH2:4][CH2:5][CH2:6][C:7]([O:9][CH2:10][CH3:11])=[O:8].[S:12]([O-:15])([O-:14])=[O:13].[Na+:16].[Na+], predict the reaction product. The product is: [CH2:10]([O:9][C:7](=[O:8])[CH2:6][CH2:5][CH2:4][CH2:3][CH2:2][S:12]([O-:15])(=[O:14])=[O:13])[CH3:11].[Na+:16]. (5) Given the reactants Cl[C:2]1[C:3]2[N:10]=[C:9]([CH2:11][C:12]3[C:17]([Cl:18])=[CH:16][CH:15]=[CH:14][C:13]=3[Cl:19])[O:8][C:4]=2[N:5]=[CH:6][N:7]=1.[F:20][C:21]([F:30])([F:29])[C:22]1[CH:27]=[CH:26][C:25]([NH2:28])=[CH:24][CH:23]=1.CC1C=CC(S(O)(=O)=O)=CC=1.O, predict the reaction product. The product is: [Cl:19][C:13]1[CH:14]=[CH:15][CH:16]=[C:17]([Cl:18])[C:12]=1[CH2:11][C:9]1[O:8][C:4]2[N:5]=[CH:6][N:7]=[C:2]([NH:28][C:25]3[CH:26]=[CH:27][C:22]([C:21]([F:20])([F:29])[F:30])=[CH:23][CH:24]=3)[C:3]=2[N:10]=1. (6) Given the reactants [Cl:1][C:2]1[CH:8]=[C:7]([O:9][C:10]2[C:19]3[C:14](=[CH:15][C:16]([O:22][CH3:23])=[C:17]([O:20][CH3:21])[CH:18]=3)[N:13]=[CH:12][N:11]=2)[CH:6]=[CH:5][C:3]=1[NH2:4].[C:24]1([CH3:30])[CH:29]=[CH:28][CH:27]=[CH:26][CH:25]=1.C(N(CC)CC)C.Cl[C:39](Cl)([O:41][C:42](=O)OC(Cl)(Cl)Cl)Cl.CC1C=CC(C[SH:56])=CC=1, predict the reaction product. The product is: [Cl:1][C:2]1[CH:8]=[C:7]([O:9][C:10]2[C:19]3[C:14](=[CH:15][C:16]([O:22][CH3:23])=[C:17]([O:20][CH3:21])[CH:18]=3)[N:13]=[CH:12][N:11]=2)[CH:6]=[CH:5][C:3]=1[NH:4][C:39](=[S:56])[O:41][CH2:42][C:27]1[CH:28]=[CH:29][C:24]([CH3:30])=[CH:25][CH:26]=1. (7) Given the reactants [CH2:1]([NH2:8])[CH2:2][CH2:3][CH2:4][CH2:5][CH2:6][NH2:7].[C:9](O[C:9]([O:11][C:12]([CH3:15])([CH3:14])[CH3:13])=[O:10])([O:11][C:12]([CH3:15])([CH3:14])[CH3:13])=[O:10], predict the reaction product. The product is: [C:12]([O:11][C:9](=[O:10])[NH:7][CH2:6][CH2:5][CH2:4][CH2:3][CH2:2][CH2:1][NH2:8])([CH3:15])([CH3:14])[CH3:13]. (8) Given the reactants [CH2:1]([NH:8][C:9]1[C:14]([N+:15]([O-:17])=[O:16])=[C:13]([NH:18][CH2:19][C:20]2[CH:25]=[CH:24][CH:23]=[CH:22][CH:21]=2)[CH:12]=[C:11](Br)[N:10]=1)[C:2]1[CH:7]=[CH:6][CH:5]=[CH:4][CH:3]=1.[CH2:27]([Sn](CCCC)(CCCC)CCCC)[CH:28]=[CH2:29], predict the reaction product. The product is: [CH2:29]([C:11]1[N:10]=[C:9]([NH:8][CH2:1][C:2]2[CH:7]=[CH:6][CH:5]=[CH:4][CH:3]=2)[C:14]([N+:15]([O-:17])=[O:16])=[C:13]([NH:18][CH2:19][C:20]2[CH:25]=[CH:24][CH:23]=[CH:22][CH:21]=2)[CH:12]=1)[CH:28]=[CH2:27]. (9) Given the reactants [Cl:1]C1C=C(C2N(C(OC(C)(C)C)=O)C=CC=2)[N:5]=C2CCCC=12.C(OC(=O)CC1C=CC(N)=CC=1)C.C1C=CC(P(C2C(C3C(P(C4C=CC=CC=4)C4C=CC=CC=4)=CC=C4C=3C=CC=C4)=C3C(C=CC=C3)=CC=2)C2C=CC=CC=2)=CC=1.C(=O)([O-])[O-].[Cs+].[Cs+].C(O[C:91](=[O:121])[CH2:92][C:93]1[CH:98]=[CH:97][C:96]([NH:99][C:100]2[CH:105]=[C:104]([C:106]3[N:107](C(OC(C)(C)C)=O)[CH:108]=[CH:109][CH:110]=3)[N:103]=[C:102]3[CH2:118][CH2:119][CH2:120][C:101]=23)=[CH:95][CH:94]=1)C.N1C=CC=C1C1N=C2CCCC2=C(NC2C=CC(CC(OCC)=O)=CC=2)C=1, predict the reaction product. The product is: [ClH:1].[NH:107]1[CH:108]=[CH:109][CH:110]=[C:106]1[C:104]1[N:103]=[C:102]2[CH2:118][CH2:119][CH2:120][C:101]2=[C:100]([NH:99][C:96]2[CH:95]=[CH:94][C:93]([CH2:92][C:91]([NH2:5])=[O:121])=[CH:98][CH:97]=2)[CH:105]=1.